Dataset: Forward reaction prediction with 1.9M reactions from USPTO patents (1976-2016). Task: Predict the product of the given reaction. (1) Given the reactants [CH2:1]([S:5]([N:8]1[CH2:13][CH2:12][N:11]([C:14]2[C:15]3[C:30]([CH3:31])=[CH:29][S:28][C:16]=3[N:17]=[C:18]([C:20]3[CH:25]=[CH:24][CH:23]=[CH:22][C:21]=3[O:26]C)[N:19]=2)[CH2:10][CH2:9]1)(=[O:7])=[O:6])[CH2:2][CH2:3][CH3:4].B(Br)(Br)Br.C([O-])(O)=O.[Na+], predict the reaction product. The product is: [CH2:1]([S:5]([N:8]1[CH2:13][CH2:12][N:11]([C:14]2[C:15]3[C:30]([CH3:31])=[CH:29][S:28][C:16]=3[N:17]=[C:18]([C:20]3[CH:25]=[CH:24][CH:23]=[CH:22][C:21]=3[OH:26])[N:19]=2)[CH2:10][CH2:9]1)(=[O:6])=[O:7])[CH2:2][CH2:3][CH3:4]. (2) Given the reactants Cl.Cl.[CH2:3]([O:10][NH:11][C@H:12]1[CH2:17][NH:16][C@H:15]([C:18]([OH:20])=[O:19])[CH2:14][CH2:13]1)[C:4]1[CH:9]=[CH:8][CH:7]=[CH:6][CH:5]=1.[OH-].[Na+].C(=O)([O-])[O-].[K+].[K+].[CH3:29][Si:30]([CH2:33][CH2:34][O:35][C:36](ON1C(=O)CCC1=O)=[O:37])([CH3:32])[CH3:31].C(O)(=O)CC(CC(O)=O)(C(O)=O)O, predict the reaction product. The product is: [CH2:3]([O:10][NH:11][C@H:12]1[CH2:17][N:16]([C:36]([O:35][CH2:34][CH2:33][Si:30]([CH3:32])([CH3:31])[CH3:29])=[O:37])[C@H:15]([C:18]([OH:20])=[O:19])[CH2:14][CH2:13]1)[C:4]1[CH:5]=[CH:6][CH:7]=[CH:8][CH:9]=1. (3) Given the reactants [Cl:1][C:2]1[CH:3]=[CH:4][C:5]([O:17][CH2:18][C:19]2[CH:24]=[CH:23][C:22]([Cl:25])=[CH:21][CH:20]=2)=[C:6]([CH:16]=1)[CH2:7][N:8]1[C:12]([CH3:13])=[CH:11][C:10]([CH2:14][OH:15])=[N:9]1.CC(OI1(OC(C)=O)(OC(C)=O)OC(=O)C2C=CC=CC1=2)=O, predict the reaction product. The product is: [Cl:1][C:2]1[CH:3]=[CH:4][C:5]([O:17][CH2:18][C:19]2[CH:20]=[CH:21][C:22]([Cl:25])=[CH:23][CH:24]=2)=[C:6]([CH:16]=1)[CH2:7][N:8]1[C:12]([CH3:13])=[CH:11][C:10]([CH:14]=[O:15])=[N:9]1. (4) Given the reactants [NH2:1][C:2]1[CH:7]=[CH:6][C:5]([NH:8][C:9]2[N:14]=[CH:13][C:12]([CH2:15][C:16]([NH2:18])=[O:17])=[C:11]([NH:19][CH2:20][C:21]3[CH:26]=[CH:25][CH:24]=[CH:23][CH:22]=3)[CH:10]=2)=[CH:4][CH:3]=1.Br[CH2:28][CH2:29][CH2:30][C:31]#[N:32].CN(C)C=O.C(=O)(O)[O-].[Na+], predict the reaction product. The product is: [CH2:20]([NH:19][C:11]1[CH:10]=[C:9]([NH:8][C:5]2[CH:4]=[CH:3][C:2]([NH:1][CH2:28][CH2:29][CH2:30][C:31]#[N:32])=[CH:7][CH:6]=2)[N:14]=[CH:13][C:12]=1[CH2:15][C:16]([NH2:18])=[O:17])[C:21]1[CH:22]=[CH:23][CH:24]=[CH:25][CH:26]=1. (5) Given the reactants Br[C:2]1[CH:7]=[CH:6][N:5]=[CH:4][C:3]=1[N:8]([CH3:25])[C:9](=[O:24])[C:10]1[CH:15]=[C:14]([C:16]([F:19])([F:18])[F:17])[CH:13]=[C:12]([C:20]([F:23])([F:22])[F:21])[CH:11]=1.[F:26][C:27]1[CH:32]=[CH:31][CH:30]=[C:29]([O:33][CH3:34])[C:28]=1B(O)O, predict the reaction product. The product is: [F:26][C:27]1[CH:32]=[CH:31][CH:30]=[C:29]([O:33][CH3:34])[C:28]=1[C:2]1[CH:7]=[CH:6][N:5]=[CH:4][C:3]=1[N:8]([CH3:25])[C:9](=[O:24])[C:10]1[CH:15]=[C:14]([C:16]([F:19])([F:18])[F:17])[CH:13]=[C:12]([C:20]([F:23])([F:22])[F:21])[CH:11]=1. (6) Given the reactants [CH2:1]([O:3][C:4](=[O:26])[C:5]([O:23][CH2:24][CH3:25])=[CH:6][C:7]1[CH:12]=[CH:11][C:10]([O:13][CH2:14][C:15]2[CH:20]=[CH:19][CH:18]=[CH:17][CH:16]=2)=[C:9]([O:21][CH3:22])[CH:8]=1)[CH3:2], predict the reaction product. The product is: [CH2:1]([O:3][C:4](=[O:26])[CH:5]([O:23][CH2:24][CH3:25])[CH2:6][C:7]1[CH:12]=[CH:11][C:10]([O:13][CH2:14][C:15]2[CH:20]=[CH:19][CH:18]=[CH:17][CH:16]=2)=[C:9]([O:21][CH3:22])[CH:8]=1)[CH3:2].